From a dataset of Reaction yield outcomes from USPTO patents with 853,638 reactions. Predict the reaction yield, written as a fraction of the theoretical maximum amount of product (1.0 means a 100% yield; for example, 0.34 means a 34% yield). (1) The reactants are Br[C:2]1[C:3]([C:8]([C:13]2[CH:22]=[CH:21][C:20]3[C:15](=[CH:16][CH:17]=[C:18]([S:23][CH3:24])[CH:19]=3)[N:14]=2)([OH:12])[CH:9]([CH3:11])[CH3:10])=[N:4][CH:5]=[N:6][CH:7]=1. The catalyst is CCO.[Pd]. The product is [CH3:10][CH:9]([CH3:11])[C:8]([C:13]1[CH:22]=[CH:21][C:20]2[C:15](=[CH:16][CH:17]=[C:18]([S:23][CH3:24])[CH:19]=2)[N:14]=1)([C:3]1[CH:2]=[CH:7][N:6]=[CH:5][N:4]=1)[OH:12]. The yield is 0.166. (2) The reactants are [CH:1]([C:3]1[CH:4]=[C:5]([CH:9]=[CH:10][CH:11]=1)[C:6]([OH:8])=O)=[O:2].C(N(CC)CC)C.ON1C2C=CC=CC=2N=N1.Cl.C(N=C=NCCCN(C)C)C.[CH3:41][CH:42]([CH3:51])[C:43]([N:45]1[CH2:50][CH2:49][NH:48][CH2:47][CH2:46]1)=[O:44]. The catalyst is ClCCl. The product is [C:43]([N:45]1[CH2:50][CH2:49][N:48]([C:6]([C:5]2[CH:4]=[C:3]([CH:11]=[CH:10][CH:9]=2)[CH:1]=[O:2])=[O:8])[CH2:47][CH2:46]1)(=[O:44])[CH:42]([CH3:51])[CH3:41]. The yield is 0.950. (3) The reactants are [CH2:1]([O:3][C:4](=[O:23])[C:5]([C:12]1[CH:17]=[CH:16][C:15]([S:18]([CH2:21][CH3:22])(=[O:20])=[O:19])=[CH:14][CH:13]=1)=[CH:6][CH:7]1[CH2:11][CH2:10][CH2:9][CH2:8]1)[CH3:2].[H][H]. The catalyst is C(O)C.[Pd]. The product is [CH2:1]([O:3][C:4](=[O:23])[CH:5]([C:12]1[CH:13]=[CH:14][C:15]([S:18]([CH2:21][CH3:22])(=[O:20])=[O:19])=[CH:16][CH:17]=1)[CH2:6][CH:7]1[CH2:8][CH2:9][CH2:10][CH2:11]1)[CH3:2]. The yield is 0.710. (4) The reactants are [Br:1][C:2]1[NH:6][CH:5]=[C:4]([CH2:7][N:8]([CH3:16])[C:9](=[O:15])[O:10][C:11]([CH3:14])([CH3:13])[CH3:12])[CH:3]=1.[H-].[Na+].C1OCCOCCOCCOCCOC1.[CH3:34][C:35]1[N:40]=[CH:39][C:38]([S:41](Cl)(=[O:43])=[O:42])=[CH:37][CH:36]=1. The catalyst is O1CCCC1.O. The product is [C:11]([O:10][C:9](=[O:15])[N:8]([CH2:7][C:4]1[CH:3]=[C:2]([Br:1])[N:6]([S:41]([C:38]2[CH:39]=[N:40][C:35]([CH3:34])=[CH:36][CH:37]=2)(=[O:43])=[O:42])[CH:5]=1)[CH3:16])([CH3:12])([CH3:13])[CH3:14]. The yield is 0.790. (5) The reactants are [CH3:1][O:2][C:3]([C:5]1[S:9][C:8]2[CH:10]=[C:11](Br)[CH:12]=[CH:13][C:7]=2[C:6]=1[O:15][CH2:16][C:17]([O:19][CH2:20][CH3:21])=[O:18])=[O:4].[CH:22]([C:24]1[CH:28]=[CH:27][S:26][C:25]=1B(O)O)=[O:23].[F-].[K+]. The catalyst is C1C=CC(/C=C/C(/C=C/C2C=CC=CC=2)=O)=CC=1.C1C=CC(/C=C/C(/C=C/C2C=CC=CC=2)=O)=CC=1.C1C=CC(/C=C/C(/C=C/C2C=CC=CC=2)=O)=CC=1.[Pd].[Pd]. The product is [CH3:1][O:2][C:3]([C:5]1[S:9][C:8]2[CH:10]=[C:11]([C:25]3[S:26][CH:27]=[CH:28][C:24]=3[CH:22]=[O:23])[CH:12]=[CH:13][C:7]=2[C:6]=1[O:15][CH2:16][C:17]([O:19][CH2:20][CH3:21])=[O:18])=[O:4]. The yield is 0.810. (6) The reactants are [Cl:1][C:2]1[C:3]([O:12][C:13]2[CH:18]=[C:17]([O:19][CH2:20][C:21]([OH:24])([CH3:23])[CH3:22])[CH:16]=[CH:15][C:14]=2[CH2:25][CH2:26][CH2:27][OH:28])=[N:4][CH:5]=[C:6]([C:8]([F:11])([F:10])[F:9])[CH:7]=1.Cl[S:30]([N:33]=[C:34]=[O:35])(=[O:32])=[O:31].[NH2:36][CH2:37][CH2:38][O:39][CH:40]([CH3:42])[CH3:41].Cl. The catalyst is C(#N)C.N1C=CC=CC=1. The product is [CH:40]([O:39][CH2:38][CH2:37][NH:36][S:30]([NH:33][C:34](=[O:35])[O:28][CH2:27][CH2:26][CH2:25][C:14]1[CH:15]=[CH:16][C:17]([O:19][CH2:20][C:21]([OH:24])([CH3:22])[CH3:23])=[CH:18][C:13]=1[O:12][C:3]1[C:2]([Cl:1])=[CH:7][C:6]([C:8]([F:9])([F:11])[F:10])=[CH:5][N:4]=1)(=[O:32])=[O:31])([CH3:42])[CH3:41]. The yield is 0.0100.